Dataset: Full USPTO retrosynthesis dataset with 1.9M reactions from patents (1976-2016). Task: Predict the reactants needed to synthesize the given product. (1) The reactants are: [CH3:1][O:2][C:3](=[O:35])[C:4]([CH3:34])([O:27][C:28]1[CH:33]=[CH:32][CH:31]=[CH:30][CH:29]=1)[CH2:5][C:6]1[S:7][C:8]([C:11](=[O:26])[CH2:12][CH2:13][C:14]2[N:15]=[C:16]([C:20]3[CH:25]=[CH:24][CH:23]=[CH:22][CH:21]=3)[O:17][C:18]=2[CH3:19])=[CH:9][CH:10]=1.CO.[BH4-].[Na+].CCOC(C)=O. Given the product [CH3:1][O:2][C:3](=[O:35])[C:4]([CH3:34])([O:27][C:28]1[CH:33]=[CH:32][CH:31]=[CH:30][CH:29]=1)[CH2:5][C:6]1[S:7][C:8]([CH:11]([OH:26])[CH2:12][CH2:13][C:14]2[N:15]=[C:16]([C:20]3[CH:21]=[CH:22][CH:23]=[CH:24][CH:25]=3)[O:17][C:18]=2[CH3:19])=[CH:9][CH:10]=1, predict the reactants needed to synthesize it. (2) Given the product [C:1]([C:5]1[CH:9]=[C:8]([CH2:10][CH2:11][C:12]2[CH:13]=[CH:14][CH:15]=[CH:16][CH:17]=2)[N:7]([CH2:21][C:22]2[CH:23]=[CH:24][C:25]([CH2:26][O:27][C:28]3[CH:33]=[CH:32][C:31]([CH2:34][CH2:35][C:36]([O:38][CH2:39][CH3:40])=[O:37])=[C:30]([F:41])[CH:29]=3)=[CH:42][CH:43]=2)[N:6]=1)([CH3:4])([CH3:2])[CH3:3], predict the reactants needed to synthesize it. The reactants are: [C:1]([C:5]1[CH:9]=[C:8]([CH2:10][CH2:11][C:12]2[CH:17]=[CH:16][CH:15]=[CH:14][CH:13]=2)[NH:7][N:6]=1)([CH3:4])([CH3:3])[CH3:2].[H-].[Na+].Cl[CH2:21][C:22]1[CH:43]=[CH:42][C:25]([CH2:26][O:27][C:28]2[CH:33]=[CH:32][C:31]([CH2:34][CH2:35][C:36]([O:38][CH2:39][CH3:40])=[O:37])=[C:30]([F:41])[CH:29]=2)=[CH:24][CH:23]=1.Cl. (3) Given the product [CH2:1]([O:8][C:9]1[CH:14]=[CH:13][C:12]([CH2:15][CH2:16][N+:17]([O-:19])=[O:18])=[CH:11][N:10]=1)[C:2]1[CH:7]=[CH:6][CH:5]=[CH:4][CH:3]=1, predict the reactants needed to synthesize it. The reactants are: [CH2:1]([O:8][C:9]1[CH:14]=[CH:13][C:12](/[CH:15]=[CH:16]/[N+:17]([O-:19])=[O:18])=[CH:11][N:10]=1)[C:2]1[CH:7]=[CH:6][CH:5]=[CH:4][CH:3]=1.C(O)(=O)C.[BH4-].[Na+]. (4) The reactants are: [CH3:1][O:2][C@@H:3]1[C@@H:29]([CH2:30][O:31][C:32](=[O:39])[C:33]2[CH:38]=[CH:37][CH:36]=[CH:35][CH:34]=2)[O:28][C@@H:6]([O:7][C:8]2[CH:13]=[C:12]([CH2:14][O:15]C(=O)C)[CH:11]=[CH:10][C:9]=2[CH2:19][C:20]2[CH:25]=[CH:24][C:23]([CH2:26][CH3:27])=[CH:22][CH:21]=2)[C@H:5]([O:40][C:41](=[O:48])[C:42]2[CH:47]=[CH:46][CH:45]=[CH:44][CH:43]=2)[C@H:4]1[O:49][C:50](=[O:57])[C:51]1[CH:56]=[CH:55][CH:54]=[CH:53][CH:52]=1.[OH-].[Na+].Cl.C(OCC)(=O)C. Given the product [CH3:1][O:2][C@@H:3]1[C@@H:29]([CH2:30][O:31][C:32](=[O:39])[C:33]2[CH:38]=[CH:37][CH:36]=[CH:35][CH:34]=2)[O:28][C@@H:6]([O:7][C:8]2[CH:13]=[C:12]([CH2:14][OH:15])[CH:11]=[CH:10][C:9]=2[CH2:19][C:20]2[CH:21]=[CH:22][C:23]([CH2:26][CH3:27])=[CH:24][CH:25]=2)[C@H:5]([O:40][C:41](=[O:48])[C:42]2[CH:43]=[CH:44][CH:45]=[CH:46][CH:47]=2)[C@H:4]1[O:49][C:50](=[O:57])[C:51]1[CH:56]=[CH:55][CH:54]=[CH:53][CH:52]=1, predict the reactants needed to synthesize it.